From a dataset of Full USPTO retrosynthesis dataset with 1.9M reactions from patents (1976-2016). Predict the reactants needed to synthesize the given product. Given the product [NH2:1][C:2]1[CH:3]=[C:4]2[C:8](=[CH:9][CH:10]=1)[CH2:7][CH:6]([CH2:11][N:13]1[CH2:14][CH2:15][CH:16]([N:19]3[C:23]4[CH:24]=[CH:25][C:26]([CH3:28])=[CH:27][C:22]=4[N:21]=[C:20]3[C:29]([OH:32])([CH3:30])[CH3:31])[CH2:17][CH2:18]1)[CH2:5]2, predict the reactants needed to synthesize it. The reactants are: [NH2:1][C:2]1[CH:3]=[C:4]2[C:8](=[CH:9][CH:10]=1)[CH2:7][CH:6]([C:11]([N:13]1[CH2:18][CH2:17][CH:16]([N:19]3[C:23]4[CH:24]=[CH:25][C:26]([CH3:28])=[CH:27][C:22]=4[N:21]=[C:20]3[C:29]([OH:32])([CH3:31])[CH3:30])[CH2:15][CH2:14]1)=O)[CH2:5]2.[H-].[Al+3].[Li+].[H-].[H-].[H-].